Dataset: Forward reaction prediction with 1.9M reactions from USPTO patents (1976-2016). Task: Predict the product of the given reaction. (1) Given the reactants [CH:1]1([S:7]([C:10]2[CH:15]=[CH:14][CH:13]=[CH:12][CH:11]=2)(=[O:9])=[O:8])[CH2:6][CH2:5][CH2:4][CH:3]=[CH:2]1.[Li]CCCC.[CH3:21][CH2:22][CH2:23][CH2:24][CH2:25][CH3:26].C([CH:34](Br)[CH2:35][O:36][CH2:37]C(Br)CC1C=CC=CC=1)C1C=CC=CC=1, predict the reaction product. The product is: [C:10]1([S:7]([C:1]2([CH2:34][CH2:35][O:36][CH2:37][C:23]3[CH:22]=[CH:21][CH:26]=[CH:25][CH:24]=3)[CH2:6][CH2:5][CH2:4][CH:3]=[CH:2]2)(=[O:8])=[O:9])[CH:15]=[CH:14][CH:13]=[CH:12][CH:11]=1. (2) Given the reactants [Br:1][C:2]1[CH:3]=[CH:4][C:5]2[NH:6][C:7]3[C:12]([C:13]=2[CH:14]=1)=[CH:11][CH:10]=[CH:9][CH:8]=3.[C:15](O[C:15]([O:17][C:18]([CH3:21])([CH3:20])[CH3:19])=[O:16])([O:17][C:18]([CH3:21])([CH3:20])[CH3:19])=[O:16], predict the reaction product. The product is: [C:18]([O:17][C:15]([N:6]1[C:5]2[CH:4]=[CH:3][C:2]([Br:1])=[CH:14][C:13]=2[C:12]2[C:7]1=[CH:8][CH:9]=[CH:10][CH:11]=2)=[O:16])([CH3:21])([CH3:20])[CH3:19]. (3) Given the reactants Cl[CH2:2][C@@:3]([C:8]1[CH:13]=[CH:12][C:11]([F:14])=[CH:10][C:9]=1[F:15])([OH:7])[C@H:4]([OH:6])[CH3:5].C[O-].[Na+].O, predict the reaction product. The product is: [O:7]1[C@@:3]([C:8]2[CH:13]=[CH:12][C:11]([F:14])=[CH:10][C:9]=2[F:15])([C@H:4]([OH:6])[CH3:5])[CH2:2]1.